Dataset: Forward reaction prediction with 1.9M reactions from USPTO patents (1976-2016). Task: Predict the product of the given reaction. Given the reactants [I:1][C:2]1[CH:21]=[CH:20][C:5]([CH2:6][O:7][CH:8]2[CH2:13][O:12]C(C3C=CC=CC=3)[O:10][CH2:9]2)=[CH:4][CH:3]=1.CO.ClCCl.O.C1(C)C=CC(S(O)(=O)=O)=CC=1, predict the reaction product. The product is: [I:1][C:2]1[CH:3]=[CH:4][C:5]([CH2:6][O:7][CH:8]([CH2:13][OH:12])[CH2:9][OH:10])=[CH:20][CH:21]=1.